The task is: Predict the product of the given reaction.. This data is from Forward reaction prediction with 1.9M reactions from USPTO patents (1976-2016). (1) Given the reactants Br[C:2]1[CH:7]=[CH:6][CH:5]=[CH:4][C:3]=1[CH2:8][C:9]([OH:11])=[O:10].[CH2:12]([C:16]1[CH:22]=[CH:21][C:19]([NH2:20])=[CH:18][CH:17]=1)[CH2:13][CH2:14][CH3:15], predict the reaction product. The product is: [CH2:12]([C:16]1[CH:17]=[CH:18][C:19]([NH:20][C:2]2[CH:7]=[CH:6][CH:5]=[CH:4][C:3]=2[CH2:8][C:9]([OH:11])=[O:10])=[CH:21][CH:22]=1)[CH2:13][CH2:14][CH3:15]. (2) Given the reactants [Si:1]([O:8][C:9]1[CH:15]=[CH:14][C:12]([NH2:13])=[C:11]([N+:16]([O-])=O)[CH:10]=1)([C:4]([CH3:7])([CH3:6])[CH3:5])([CH3:3])[CH3:2], predict the reaction product. The product is: [Si:1]([O:8][C:9]1[CH:10]=[C:11]([NH2:16])[C:12]([NH2:13])=[CH:14][CH:15]=1)([C:4]([CH3:7])([CH3:6])[CH3:5])([CH3:3])[CH3:2]. (3) The product is: [CH2:1]([O:4][C:5]1([CH3:34])[CH2:6][CH2:7][N:8]([C:11]2[N:16]3[N:17]=[C:18]([CH2:20][O:43][CH2:42][C:39]4[CH:40]=[CH:41][C:36]([Cl:35])=[CH:37][C:38]=4[O:44][C@H:45]([CH2:47][CH:48]=[CH2:49])[CH3:46])[CH:19]=[C:15]3[N:14]=[C:13]([CH3:22])[C:12]=2[C@H:23]([O:29][C:30]([CH3:32])([CH3:31])[CH3:33])[C:24]([OH:26])=[O:25])[CH2:9][CH2:10]1)[CH:2]=[CH2:3]. Given the reactants [CH2:1]([O:4][C:5]1([CH3:34])[CH2:10][CH2:9][N:8]([C:11]2[N:16]3[N:17]=[C:18]([CH2:20]I)[CH:19]=[C:15]3[N:14]=[C:13]([CH3:22])[C:12]=2[C@H:23]([O:29][C:30]([CH3:33])([CH3:32])[CH3:31])[C:24]([O:26]CC)=[O:25])[CH2:7][CH2:6]1)[CH:2]=[CH2:3].[Cl:35][C:36]1[CH:41]=[CH:40][C:39]([CH2:42][OH:43])=[C:38]([O:44][C@H:45]([CH2:47][CH:48]=[CH2:49])[CH3:46])[CH:37]=1.[H-].[Na+], predict the reaction product. (4) Given the reactants [OH-].[Na+].[Cl:3][C:4]1[CH:5]=[CH:6][C:7]([O:24][CH2:25][C:26]2[CH:31]=[CH:30][C:29]([Cl:32])=[CH:28][C:27]=2[CH2:33][CH3:34])=[C:8]([CH:23]=1)[CH2:9][N:10]1[C:18]2[CH:17]=[CH:16][CH:15]=[C:14]([C:19]([O:21]C)=[O:20])[C:13]=2[CH:12]=[CH:11]1, predict the reaction product. The product is: [Cl:3][C:4]1[CH:5]=[CH:6][C:7]([O:24][CH2:25][C:26]2[CH:31]=[CH:30][C:29]([Cl:32])=[CH:28][C:27]=2[CH2:33][CH3:34])=[C:8]([CH:23]=1)[CH2:9][N:10]1[C:18]2[CH:17]=[CH:16][CH:15]=[C:14]([C:19]([OH:21])=[O:20])[C:13]=2[CH:12]=[CH:11]1. (5) Given the reactants [CH3:1][O:2][C:3](=[O:19])[CH:4]([NH:8][C:9](=[O:18])[C:10]1[C:15]([Cl:16])=[CH:14][CH:13]=[CH:12][C:11]=1[Cl:17])[CH2:5][CH:6]=[CH2:7].[CH3:20][O:21][C:22]1[CH:42]=[CH:41][C:25]([CH2:26][N:27]([C:34]2[CH:39]=[CH:38][C:37](Br)=[CH:36][CH:35]=2)[C:28]2[N:33]=[CH:32][CH:31]=[CH:30][N:29]=2)=[CH:24][CH:23]=1, predict the reaction product. The product is: [CH3:1][O:2][C:3](=[O:19])[CH:4]([NH:8][C:9](=[O:18])[C:10]1[C:11]([Cl:17])=[CH:12][CH:13]=[CH:14][C:15]=1[Cl:16])[CH2:5]/[CH:6]=[CH:7]/[C:37]1[CH:36]=[CH:35][C:34]([N:27]([CH2:26][C:25]2[CH:24]=[CH:23][C:22]([O:21][CH3:20])=[CH:42][CH:41]=2)[C:28]2[N:29]=[CH:30][CH:31]=[CH:32][N:33]=2)=[CH:39][CH:38]=1. (6) Given the reactants [CH2:1]([O:3][C:4](=[O:15])[CH:5]([NH:7][CH2:8][C:9]1[CH:14]=[CH:13][CH:12]=[CH:11][CH:10]=1)[CH3:6])[CH3:2].[O-]S([O-])(=O)=O.[Mg+2].C(O)(=O)C.[Cl:26][CH2:27][CH:28]=O.C(O[BH-](OC(=O)C)OC(=O)C)(=O)C.[Na+], predict the reaction product. The product is: [CH2:1]([O:3][C:4](=[O:15])[CH:5]([N:7]([CH2:8][C:9]1[CH:14]=[CH:13][CH:12]=[CH:11][CH:10]=1)[CH2:28][CH2:27][Cl:26])[CH3:6])[CH3:2]. (7) Given the reactants [Cl:1][C:2]1[N:10]=[C:9]2[C:5]([N:6]([CH2:11][C:12]3[CH:17]=[CH:16][C:15]([C:18]([F:21])([F:20])[F:19])=[CH:14][CH:13]=3)[CH:7]=[N:8]2)=[C:4]([NH:22][C@@H:23]([CH:27]2[CH2:30][CH2:29][CH2:28]2)[CH2:24][CH:25]=[CH2:26])[N:3]=1.C[N+]1([O-])CC[O:35]CC1.[OH2:39].S([O-])([O-])(=O)=S.[Na+].[Na+], predict the reaction product. The product is: [Cl:1][C:2]1[N:10]=[C:9]2[C:5]([N:6]([CH2:11][C:12]3[CH:13]=[CH:14][C:15]([C:18]([F:19])([F:20])[F:21])=[CH:16][CH:17]=3)[CH:7]=[N:8]2)=[C:4]([NH:22][C@@H:23]([CH:27]2[CH2:28][CH2:29][CH2:30]2)[CH2:24][CH:25]([OH:35])[CH2:26][OH:39])[N:3]=1. (8) Given the reactants C([O:4][C:5]1[CH:6]=[CH:7][C:8]([N:16]2[C:20]([CH3:21])=[N:19][N:18]=[N:17]2)=[C:9]([CH:15]=1)[C:10]([O:12][CH2:13][CH3:14])=[O:11])(=O)C.[O-]CC.[K+].O.[Cl-].[NH4+], predict the reaction product. The product is: [OH:4][C:5]1[CH:6]=[CH:7][C:8]([N:16]2[C:20]([CH3:21])=[N:19][N:18]=[N:17]2)=[C:9]([CH:15]=1)[C:10]([O:12][CH2:13][CH3:14])=[O:11]. (9) Given the reactants Cl[C:2]1[N:7]=[CH:6][C:5]([CH:8]=[O:9])=[CH:4][CH:3]=1.[N:10]1[CH:15]=[C:14](B(O)O)[CH:13]=[N:12][CH:11]=1, predict the reaction product. The product is: [N:10]1[CH:15]=[C:14]([C:2]2[N:7]=[CH:6][C:5]([CH:8]=[O:9])=[CH:4][CH:3]=2)[CH:13]=[N:12][CH:11]=1. (10) Given the reactants CS(Cl)(=O)=O.[Cl:6][C:7]1[C:8]([C:13]2[N:17]([CH2:18][C:19]([F:22])([F:21])[F:20])[N:16]=[CH:15][C:14]=2[C:23]([OH:25])=O)=[N:9][CH:10]=[CH:11][CH:12]=1.C(N(CC)CC)C.[NH2:33][C:34]1[C:42]([CH3:43])=[CH:41][C:40]([Cl:44])=[CH:39][C:35]=1[C:36](O)=[O:37].C([O-])([O-])=O.[K+].[K+], predict the reaction product. The product is: [Cl:44][C:40]1[CH:41]=[C:42]([CH3:43])[C:34]2[N:33]=[C:23]([C:14]3[CH:15]=[N:16][N:17]([CH2:18][C:19]([F:20])([F:21])[F:22])[C:13]=3[C:8]3[C:7]([Cl:6])=[CH:12][CH:11]=[CH:10][N:9]=3)[O:25][C:36](=[O:37])[C:35]=2[CH:39]=1.